From a dataset of Forward reaction prediction with 1.9M reactions from USPTO patents (1976-2016). Predict the product of the given reaction. Given the reactants [N:1]([C@H:4]1[CH2:8][N:7]([C:9]([O:11][C:12]([CH3:15])([CH3:14])[CH3:13])=[O:10])[C@@H:6]([CH:16]([CH3:18])[CH3:17])[CH2:5]1)=[N+]=[N-], predict the reaction product. The product is: [NH2:1][C@H:4]1[CH2:8][N:7]([C:9]([O:11][C:12]([CH3:14])([CH3:13])[CH3:15])=[O:10])[C@@H:6]([CH:16]([CH3:18])[CH3:17])[CH2:5]1.